From a dataset of P-glycoprotein inhibition data for predicting drug efflux from Broccatelli et al.. Regression/Classification. Given a drug SMILES string, predict its absorption, distribution, metabolism, or excretion properties. Task type varies by dataset: regression for continuous measurements (e.g., permeability, clearance, half-life) or binary classification for categorical outcomes (e.g., BBB penetration, CYP inhibition). Dataset: pgp_broccatelli. (1) The molecule is O=C(CCc1ccccc1)c1ccccc1OCCCCCCCN1CCCCC1. The result is 1 (inhibitor). (2) The drug is CCOC/C=C\c1ccc(-c2nc(-c3ccc(N4CCOCC4)cc3)c(-c3ccc(N4CCOCC4)cc3)[nH]2)cc1. The result is 1 (inhibitor).